From a dataset of TCR-epitope binding with 47,182 pairs between 192 epitopes and 23,139 TCRs. Binary Classification. Given a T-cell receptor sequence (or CDR3 region) and an epitope sequence, predict whether binding occurs between them. (1) The epitope is GILGFVFTL. The TCR CDR3 sequence is CASRQGDNSPLHF. Result: 1 (the TCR binds to the epitope). (2) The epitope is LEPLVDLPI. The TCR CDR3 sequence is CASSTPGQGNGELFF. Result: 1 (the TCR binds to the epitope). (3) The epitope is FLPRVFSAV. Result: 1 (the TCR binds to the epitope). The TCR CDR3 sequence is CASSQEQRGEAFF. (4) The epitope is GILGFVFTL. The TCR CDR3 sequence is CASSTLDRTSGFDTQYF. Result: 1 (the TCR binds to the epitope). (5) The epitope is TLVPQEHYV. The TCR CDR3 sequence is CASSLGRDRGPDSPLHF. Result: 0 (the TCR does not bind to the epitope).